From a dataset of Catalyst prediction with 721,799 reactions and 888 catalyst types from USPTO. Predict which catalyst facilitates the given reaction. (1) Reactant: [CH2:1]([C:3]1[CH:8]=[C:7](N)[CH:6]=[CH:5][N:4]=1)[CH3:2].[N+]([O-])(O)=[O:11].N([O-])=O.[Na+]. Product: [CH2:1]([C:3]1[CH:8]=[C:7]([OH:11])[CH:6]=[CH:5][N:4]=1)[CH3:2]. The catalyst class is: 6. (2) Reactant: [CH3:1][N:2]1[CH2:7][CH2:6][CH:5]([C:8]2[CH:13]=[CH:12][CH:11]=[C:10]([C:14]([N:16]3[CH2:21][CH2:20][CH:19]([O:22][C:23]4[CH:28]=[CH:27][CH:26]=[CH:25][C:24]=4[CH3:29])[CH2:18][CH2:17]3)=[O:15])[N:9]=2)[CH2:4][CH2:3]1.[ClH:30]. Product: [ClH:30].[CH3:1][N:2]1[CH2:7][CH2:6][CH:5]([C:8]2[CH:13]=[CH:12][CH:11]=[C:10]([C:14]([N:16]3[CH2:17][CH2:18][CH:19]([O:22][C:23]4[CH:28]=[CH:27][CH:26]=[CH:25][C:24]=4[CH3:29])[CH2:20][CH2:21]3)=[O:15])[N:9]=2)[CH2:4][CH2:3]1. The catalyst class is: 2. (3) Reactant: [H-].[Na+].[CH3:3][O:4][CH2:5][CH2:6][CH2:7][O:8][C:9]1[CH:10]=[C:11]([CH:14]=[CH:15][CH:16]=1)[CH:12]=O.[N+:17]([CH2:19][C:20]([O:22][CH3:23])=[O:21])#[C-:18].C(O)(=[O:26])C. Product: [CH:18]([NH:17][C:19](=[CH:12][C:11]1[CH:14]=[CH:15][CH:16]=[C:9]([O:8][CH2:7][CH2:6][CH2:5][O:4][CH3:3])[CH:10]=1)[C:20]([O:22][CH3:23])=[O:21])=[O:26]. The catalyst class is: 1. (4) Reactant: Cl[C:2]1[C:3](=[O:15])[N:4]([CH:9]([CH2:12][O:13][CH3:14])[CH2:10][CH3:11])[CH:5]=[C:6]([Cl:8])[N:7]=1.Cl.[Cl:17][C:18]1[CH:19]=[C:20]([O:27][CH3:28])[CH:21]=[C:22]2[C:26]=1[NH:25][CH2:24][CH2:23]2.C[Si]([N-][Si](C)(C)C)(C)C.[Na+].O. Product: [Cl:8][C:6]1[N:7]=[C:2]([N:25]2[C:26]3[C:22](=[CH:21][C:20]([O:27][CH3:28])=[CH:19][C:18]=3[Cl:17])[CH2:23][CH2:24]2)[C:3](=[O:15])[N:4]([CH:9]([CH2:12][O:13][CH3:14])[CH2:10][CH3:11])[CH:5]=1. The catalyst class is: 7. (5) Reactant: [OH-].[Na+].[CH2:3]([N:10]([CH2:17][C:18]1[CH:23]=[CH:22][C:21]([C:24]2[C:25]([C:30]([O:32]C)=[O:31])=[CH:26][CH:27]=[CH:28][CH:29]=2)=[CH:20][CH:19]=1)[C:11](=[O:16])[CH2:12][CH2:13][CH2:14][CH3:15])[C:4]1[CH:9]=[CH:8][CH:7]=[CH:6][CH:5]=1.O1CCOCC1.Cl. Product: [CH2:3]([N:10]([CH2:17][C:18]1[CH:19]=[CH:20][C:21]([C:24]2[C:25]([C:30]([OH:32])=[O:31])=[CH:26][CH:27]=[CH:28][CH:29]=2)=[CH:22][CH:23]=1)[C:11](=[O:16])[CH2:12][CH2:13][CH2:14][CH3:15])[C:4]1[CH:9]=[CH:8][CH:7]=[CH:6][CH:5]=1. The catalyst class is: 5. (6) Reactant: [C:1]([O:4][CH2:5][C:6]([C:9]1[N:10]=[C:11]([NH:14]C(OCC=C)=O)[S:12][CH:13]=1)([OH:8])[CH3:7])(=[O:3])[CH3:2].C(N)CCC.C(O)=O.Cl. Product: [C:1]([O:4][CH2:5][C:6]([C:9]1[N:10]=[C:11]([NH2:14])[S:12][CH:13]=1)([OH:8])[CH3:7])(=[O:3])[CH3:2]. The catalyst class is: 1.